Dataset: Reaction yield outcomes from USPTO patents with 853,638 reactions. Task: Predict the reaction yield, written as a fraction of the theoretical maximum amount of product (1.0 means a 100% yield; for example, 0.34 means a 34% yield). (1) The reactants are N[CH2:2][C:3]([C:6]1[NH:7][C:8]2[C:13]([CH:14]=1)=[CH:12][C:11]([NH:15][C:16]([C:18]1([C:21]3[CH:29]=[CH:28][C:24]4[O:25][CH2:26][O:27][C:23]=4[CH:22]=3)[CH2:20][CH2:19]1)=[O:17])=[CH:10][CH:9]=2)(C)[CH3:4].C(=O)([O-])[O-].[K+].[K+].IC.O.[CH3:39][N:40]([CH:42]=O)[CH3:41]. No catalyst specified. The product is [O:25]1[C:24]2[CH:28]=[CH:29][C:21]([C:18]3([C:16]([NH:15][C:11]4[CH:12]=[C:13]5[C:8](=[CH:9][CH:10]=4)[NH:7][C:6]([C:3]([CH3:4])([CH3:2])[CH2:42][N:40]([CH3:39])[CH3:41])=[CH:14]5)=[O:17])[CH2:20][CH2:19]3)=[CH:22][C:23]=2[O:27][CH2:26]1. The yield is 0.330. (2) The reactants are [CH2:1]([N:8]1[CH2:18][CH2:17][C:11]2([O:16][CH2:15][CH2:14][NH:13][CH2:12]2)[CH2:10][CH2:9]1)[C:2]1[CH:7]=[CH:6][CH:5]=[CH:4][CH:3]=1.C(=O)(O)[O-].[Na+].Cl[C:25]([O:27][CH2:28][CH:29]1[C:41]2[CH:40]=[CH:39][CH:38]=[CH:37][C:36]=2[C:35]2[C:30]1=[CH:31][CH:32]=[CH:33][CH:34]=2)=[O:26].Cl. The catalyst is O1CCOCC1.O. The product is [CH:40]1[C:41]2[CH:29]([CH2:28][O:27][C:25]([N:13]3[CH2:12][C:11]4([CH2:10][CH2:9][N:8]([CH2:1][C:2]5[CH:3]=[CH:4][CH:5]=[CH:6][CH:7]=5)[CH2:18][CH2:17]4)[O:16][CH2:15][CH2:14]3)=[O:26])[C:30]3[C:35](=[CH:34][CH:33]=[CH:32][CH:31]=3)[C:36]=2[CH:37]=[CH:38][CH:39]=1. The yield is 0.225. (3) The reactants are [N+:1]([C:4]1[CH:5]=[N:6][N:7]([CH:9]2[CH2:14][CH2:13][O:12][CH2:11][CH2:10]2)[CH:8]=1)([O-])=O. The catalyst is CO.[Pd]. The product is [O:12]1[CH2:11][CH2:10][CH:9]([N:7]2[CH:8]=[C:4]([NH2:1])[CH:5]=[N:6]2)[CH2:14][CH2:13]1. The yield is 0.780. (4) The reactants are [N:1]1([C:8]2[N:12]3[CH:13]=[C:14]([O:17][C@H:18]4[C:27]5[C:22](=[CH:23][CH:24]=[CH:25][CH:26]=5)[C@@H:21]([NH2:28])[CH2:20][CH2:19]4)[CH:15]=[CH:16][C:11]3=[N:10][N:9]=2)[CH2:7][CH2:6][CH2:5][CH2:4][CH2:3][CH2:2]1.ClC(Cl)(Cl)C[O:32][C:33](=O)[NH:34][C:35]1[N:36]([C:44]2[CH:49]=[CH:48][C:47]([CH3:50])=[CH:46][CH:45]=2)[N:37]=[C:38]([C:40]([CH3:43])([CH3:42])[CH3:41])[CH:39]=1.CCN(C(C)C)C(C)C. The catalyst is O1CCOCC1. The product is [N:1]1([C:8]2[N:12]3[CH:13]=[C:14]([O:17][C@H:18]4[C:27]5[C:22](=[CH:23][CH:24]=[CH:25][CH:26]=5)[C@@H:21]([NH:28][C:33]([NH:34][C:35]5[N:36]([C:44]6[CH:49]=[CH:48][C:47]([CH3:50])=[CH:46][CH:45]=6)[N:37]=[C:38]([C:40]([CH3:43])([CH3:42])[CH3:41])[CH:39]=5)=[O:32])[CH2:20][CH2:19]4)[CH:15]=[CH:16][C:11]3=[N:10][N:9]=2)[CH2:2][CH2:3][CH2:4][CH2:5][CH2:6][CH2:7]1. The yield is 0.100. (5) The reactants are [C:1](=[O:4])([O-])O.[Na+].[CH3:6][OH:7].[N:8]1[C:15](Cl)=[N:14][C:12](Cl)=[N:11][C:9]=1[Cl:10]. The catalyst is C(OCC)(=O)C. The product is [Cl:10][C:9]1[N:11]=[C:12]([O:7][CH3:6])[N:14]=[C:15]([O:4][CH3:1])[N:8]=1. The yield is 0.843.